From a dataset of Forward reaction prediction with 1.9M reactions from USPTO patents (1976-2016). Predict the product of the given reaction. (1) Given the reactants CO[C:3]1[CH:8]=CC=C[C:4]=1P(C1C=CC=CC=1OC)C1C=CC=CC=1OC.Cl[C:27]1[CH:28]=[C:29]([CH:34]=[C:35](Cl)[N:36]=1)[C:30]([O:32][CH3:33])=[O:31].P([O-])([O-])([O-])=O.[K+].[K+].[K+].C(B1OC(C)(C)C(C)(C)O1)(C)=C.[CH3:58][C:59]1[CH:64]=[CH:63][C:62](B(O)O)=[CH:61][CH:60]=1.C([O-])(O)=O.[Na+], predict the reaction product. The product is: [CH3:58][C:59]1[CH:64]=[CH:63][C:62]([C:27]2[CH:28]=[C:29]([C:30]([O:32][CH3:33])=[O:31])[CH:34]=[C:35]([C:3]([CH3:8])=[CH2:4])[N:36]=2)=[CH:61][CH:60]=1. (2) Given the reactants [CH3:1][O:2][C:3]1[CH:8]=[CH:7][C:6]([C:9]2[S:10][CH:11]=[C:12]([CH2:14]O)[N:13]=2)=[CH:5][CH:4]=1.P(Br)(Br)[Br:17].O, predict the reaction product. The product is: [Br:17][CH2:14][C:12]1[N:13]=[C:9]([C:6]2[CH:7]=[CH:8][C:3]([O:2][CH3:1])=[CH:4][CH:5]=2)[S:10][CH:11]=1. (3) Given the reactants [Cl:1][C:2]1[CH:3]=[C:4](I)[C:5]([NH2:8])=[N:6][CH:7]=1.[CH2:10]([Si:12]([CH2:20][CH3:21])([CH2:18][CH3:19])[C:13]#[C:14][CH2:15][CH2:16][OH:17])[CH3:11].[Cl-].[Li+].C(=O)([O-])[O-].[Na+].[Na+], predict the reaction product. The product is: [Cl:1][C:2]1[CH:3]=[C:4]2[C:14]([CH2:15][CH2:16][OH:17])=[C:13]([Si:12]([CH2:20][CH3:21])([CH2:10][CH3:11])[CH2:18][CH3:19])[NH:8][C:5]2=[N:6][CH:7]=1. (4) Given the reactants Br[C:2]1[CH:3]=[C:4]([N:8]2[CH2:13][C@H:12]([CH3:14])[O:11][C@H:10]([CH3:15])[CH2:9]2)[CH:5]=[CH:6][CH:7]=1.[B:16]1([B:16]2[O:20][C:19]([CH3:22])([CH3:21])[C:18]([CH3:24])([CH3:23])[O:17]2)[O:20][C:19]([CH3:22])([CH3:21])[C:18]([CH3:24])([CH3:23])[O:17]1.C(Cl)Cl.C([O-])(=O)C.[K+], predict the reaction product. The product is: [CH3:15][C@H:10]1[O:11][C@@H:12]([CH3:14])[CH2:13][N:8]([C:4]2[CH:5]=[CH:6][CH:7]=[C:2]([B:16]3[O:20][C:19]([CH3:22])([CH3:21])[C:18]([CH3:24])([CH3:23])[O:17]3)[CH:3]=2)[CH2:9]1. (5) Given the reactants [NH2:1][C:2]1[N:6]([C:7]2[CH:12]=[CH:11][CH:10]=[CH:9][CH:8]=2)[N:5]=[C:4]([O:13][CH2:14][C@H:15]2[CH2:18][CH2:17][N:16]2[C:19]([O:21][C:22]([CH3:25])([CH3:24])[CH3:23])=[O:20])[C:3]=1[CH3:26].C1(C2C=CC([CH2:36][O:37]C)=CC=2CN)CC1.[CH3:41][O:42][CH2:43][C:44]1[CH:45]=[CH:46][C:47]([O:52][C:53]([F:56])([F:55])[F:54])=[C:48]([CH2:50][NH2:51])[CH:49]=1, predict the reaction product. The product is: [CH3:41][O:42][CH2:43][C:44]1[CH:45]=[CH:46][C:47]([O:52][C:53]([F:54])([F:55])[F:56])=[C:48]([CH:49]=1)[CH2:50][NH:51][C:36](=[O:37])[NH:1][C:2]1[N:6]([C:7]2[CH:12]=[CH:11][CH:10]=[CH:9][CH:8]=2)[N:5]=[C:4]([O:13][CH2:14][C@H:15]2[CH2:18][CH2:17][N:16]2[C:19]([O:21][C:22]([CH3:23])([CH3:25])[CH3:24])=[O:20])[C:3]=1[CH3:26]. (6) Given the reactants [C:1]1([CH:7]([C:33]2[CH:38]=[CH:37][CH:36]=[CH:35][CH:34]=2)[CH2:8][NH:9][C:10]2[N:18]=[C:17]([CH2:19][NH:20][C:21](=[O:32])[N:22]([CH3:31])[CH2:23][CH2:24][C:25]3[CH:30]=[CH:29][CH:28]=[CH:27][N:26]=3)[N:16]=[C:15]3[C:11]=2[N:12]=[CH:13][NH:14]3)[CH:6]=[CH:5][CH:4]=[CH:3][CH:2]=1.C([O:42][C@H:43]1[C@@H:47]([O:48]C(=O)C)[C@H:46](OC(=O)C)[O:45][C@@H:44]1[CH2:56][O:57]C(=O)C)(=O)C.C[Si](OS(C(F)(F)F)(=O)=O)(C)C.C(OCC)(=O)C, predict the reaction product. The product is: [NH3:9].[OH:48][C@@H:47]1[C@H:43]([OH:42])[C@@H:44]([CH2:56][OH:57])[O:45][C@H:46]1[N:14]1[CH:13]=[N:12][C:11]2[C:15]1=[N:16][C:17]([CH2:19][NH:20][C:21](=[O:32])[N:22]([CH3:31])[CH2:23][CH2:24][C:25]1[CH:30]=[CH:29][CH:28]=[CH:27][N:26]=1)=[N:18][C:10]=2[NH:9][CH2:8][CH:7]([C:1]1[CH:2]=[CH:3][CH:4]=[CH:5][CH:6]=1)[C:33]1[CH:34]=[CH:35][CH:36]=[CH:37][CH:38]=1. (7) Given the reactants [C:1]([OH:9])(=O)[C:2]1[CH:7]=[CH:6][CH:5]=[CH:4][CH:3]=1.C1C=CC2N(O)N=NC=2C=1.C(Cl)CCl.[NH2:24]/[C:25](=[N:39]\O)/[N:26]1[CH2:30][CH2:29][C@H:28]([NH:31][C:32](=[O:38])[O:33][C:34]([CH3:37])([CH3:36])[CH3:35])[CH2:27]1.C(=O)(O)[O-].[Na+], predict the reaction product. The product is: [C:2]1([C:1]2[O:9][N:24]=[C:25]([N:26]3[CH2:30][CH2:29][C@H:28]([NH:31][C:32](=[O:38])[O:33][C:34]([CH3:36])([CH3:35])[CH3:37])[CH2:27]3)[N:39]=2)[CH:3]=[CH:4][CH:5]=[CH:6][CH:7]=1. (8) Given the reactants COC1[O:7][C:6](=O)[N:5]([C:9]2[CH:14]=[CH:13][C:12](N)=[C:11](C)[CH:10]=2)[N:4]=1.[CH2:17]=O.[CH:19]([OH:21])=[O:20].[CH3:22][N:23]([CH:25]=O)[CH3:24], predict the reaction product. The product is: [CH3:17][O:20][C:19]1[O:21][C:6](=[O:7])[N:5]([C:9]2[CH:14]=[CH:13][C:25]([N:23]([CH3:22])[CH3:24])=[C:11]([CH3:12])[CH:10]=2)[N:4]=1.